This data is from Catalyst prediction with 721,799 reactions and 888 catalyst types from USPTO. The task is: Predict which catalyst facilitates the given reaction. Reactant: CC1(C)C(C)(C)OB([C:9]2[CH:14]=[CH:13][C:12]([CH2:15][O:16][C:17]3[CH:22]=[CH:21][CH:20]=[CH:19][C:18]=3[N:23]3[C:27](=[O:28])[N:26]([CH3:29])[N:25]=[N:24]3)=[CH:11][CH:10]=2)O1.P([O-])([O-])([O-])=O.[K+].[K+].[K+].C[C:40]1[CH:45]=[CH:44][CH:43]=[CH:42][N:41]=1.O. Product: [N:41]1[CH:42]=[CH:43][CH:44]=[CH:45][C:40]=1[C:9]1[CH:10]=[CH:11][C:12]([CH2:15][O:16][C:17]2[CH:22]=[CH:21][CH:20]=[CH:19][C:18]=2[N:23]2[C:27](=[O:28])[N:26]([CH3:29])[N:25]=[N:24]2)=[CH:13][CH:14]=1. The catalyst class is: 57.